Dataset: Full USPTO retrosynthesis dataset with 1.9M reactions from patents (1976-2016). Task: Predict the reactants needed to synthesize the given product. (1) Given the product [CH3:33][C:31]1[S:32][C:28](/[CH:27]=[CH:9]/[C:10]([O:12][C:13]([CH3:14])([CH3:15])[CH3:16])=[O:11])=[CH:29][CH:30]=1, predict the reactants needed to synthesize it. The reactants are: C(OP([CH2:9][C:10]([O:12][C:13]([CH3:16])([CH3:15])[CH3:14])=[O:11])(OCC)=O)C.[Li+].C[Si]([N-][Si](C)(C)C)(C)C.[CH3:27][C:28]1[S:32][C:31]([CH:33]=O)=[CH:30][CH:29]=1. (2) Given the product [CH3:1][O:2][CH2:3][CH2:4][CH2:5][CH2:6][CH:7]([NH:20][C:21]1[CH:22]=[CH:23][C:24]([C:27]([N:29]([CH3:37])[CH2:30][CH2:31][C:32]([OH:34])=[O:33])=[O:28])=[CH:25][CH:26]=1)[C:8]1[O:9][C:10]2[CH:17]=[CH:16][C:15]([O:18][CH3:19])=[CH:14][C:11]=2[C:12]=1[CH3:13], predict the reactants needed to synthesize it. The reactants are: [CH3:1][O:2][CH2:3][CH2:4][CH2:5][CH2:6][CH:7]([NH:20][C:21]1[CH:26]=[CH:25][C:24]([C:27]([N:29]([CH3:37])[CH2:30][CH2:31][C:32]([O:34]CC)=[O:33])=[O:28])=[CH:23][CH:22]=1)[C:8]1[O:9][C:10]2[CH:17]=[CH:16][C:15]([O:18][CH3:19])=[CH:14][C:11]=2[C:12]=1[CH3:13].O1CCCC1.[OH-].[Na+]. (3) Given the product [CH:36]([N:4]([CH:1]([CH3:3])[CH3:2])[CH2:5][CH2:6][O:7][C:8]1[CH:13]=[CH:12][C:11]([CH2:14][C:16]2[CH:21]=[C:20]([OH:22])[CH:19]=[CH:18][C:17]=2[C:24]2[CH:25]=[C:26]3[C:31](=[CH:32][CH:33]=2)[CH:30]=[C:29]([OH:34])[CH:28]=[CH:27]3)=[CH:10][CH:9]=1)([CH3:37])[CH3:38], predict the reactants needed to synthesize it. The reactants are: [CH:1]([N:4]([CH:36]([CH3:38])[CH3:37])[CH2:5][CH2:6][O:7][C:8]1[CH:13]=[CH:12][C:11]([C:14]([C:16]2[CH:21]=[C:20]([O:22]C)[CH:19]=[CH:18][C:17]=2[C:24]2[CH:33]=[CH:32][C:31]3[C:26](=[CH:27][CH:28]=[C:29]([O:34]C)[CH:30]=3)[CH:25]=2)=O)=[CH:10][CH:9]=1)([CH3:3])[CH3:2].C(N(C(C)C)CCOC1C=CC(CC2C=C(OC)C=CC=2C2C=CC3C(=CC=C(OC)C=3)C=2)=CC=1)(C)C. (4) Given the product [NH2:14][C:4]1[N:5]=[C:6]([C:8]2[CH:13]=[CH:12][CH:11]=[CH:10][CH:9]=2)[N:7]=[C:2]([NH:15][CH2:16][CH2:17][NH:18][C:19](=[O:21])[CH3:20])[CH:3]=1, predict the reactants needed to synthesize it. The reactants are: Cl[C:2]1[N:7]=[C:6]([C:8]2[CH:13]=[CH:12][CH:11]=[CH:10][CH:9]=2)[N:5]=[C:4]([NH2:14])[CH:3]=1.[NH2:15][CH2:16][CH2:17][NH:18][C:19](=[O:21])[CH3:20]. (5) Given the product [F:1][C:2]1[CH:7]=[C:6]([S:8]([CH3:11])(=[O:9])=[O:10])[CH:5]=[C:4]([F:12])[C:3]=1[NH:13][C@H:14]1[CH2:18][CH2:17][N:16]([CH:19]2[CH2:24][CH2:23][N:22]([C:25]3[N:28]=[C:32]([CH:31]([F:40])[F:30])[O:27][N:26]=3)[CH2:21][CH2:20]2)[C:15]1=[O:29], predict the reactants needed to synthesize it. The reactants are: [F:1][C:2]1[CH:7]=[C:6]([S:8]([CH3:11])(=[O:10])=[O:9])[CH:5]=[C:4]([F:12])[C:3]=1[NH:13][C@H:14]1[CH2:18][CH2:17][N:16]([CH:19]2[CH2:24][CH2:23][N:22]([C:25](=[NH:28])[NH:26][OH:27])[CH2:21][CH2:20]2)[C:15]1=[O:29].[F:30][CH:31]([F:40])[C:32](O[C:32](=O)[CH:31]([F:40])[F:30])=O.